Dataset: Reaction yield outcomes from USPTO patents with 853,638 reactions. Task: Predict the reaction yield, written as a fraction of the theoretical maximum amount of product (1.0 means a 100% yield; for example, 0.34 means a 34% yield). (1) The reactants are [F:1][C:2]1[CH:3]=[C:4]([C@@H:9]([C:17]2[CH:22]=[CH:21][C:20]([S:23]([CH3:26])(=[O:25])=[O:24])=[CH:19][CH:18]=2)[CH2:10][C:11](N(OC)C)=[O:12])[CH:5]=[C:6]([F:8])[CH:7]=1.[CH3:27][Mg]Br.Cl. The catalyst is C1COCC1.CCOCC. The product is [F:1][C:2]1[CH:3]=[C:4]([C@@H:9]([C:17]2[CH:18]=[CH:19][C:20]([S:23]([CH3:26])(=[O:24])=[O:25])=[CH:21][CH:22]=2)[CH2:10][C:11](=[O:12])[CH3:27])[CH:5]=[C:6]([F:8])[CH:7]=1. The yield is 0.990. (2) The reactants are Cl[C:2]1[N:11]=[C:10]([NH:12][CH2:13][CH:14]([C:20]2[CH:25]=[CH:24][CH:23]=[CH:22][CH:21]=2)[N:15]2[CH2:19][CH2:18][CH2:17][CH2:16]2)[C:9]2[C:4](=[CH:5][CH:6]=[CH:7][CH:8]=2)[N:3]=1.[N:26]1[CH:27]=[CH:28][N:29]2[CH:34]=[C:33](B(O)O)[CH:32]=[CH:31][C:30]=12.N1C=CN2C=C(C3N=C(NCC(C4C=CC=CC=4)C4NC=CC=4)C4C(=CC=CC=4)N=3)C=CC=12. The catalyst is C(Cl)Cl.CO. The product is [N:26]1[CH:27]=[CH:28][N:29]2[CH:34]=[C:33]([C:2]3[N:11]=[C:10]([NH:12][CH2:13][CH:14]([C:20]4[CH:25]=[CH:24][CH:23]=[CH:22][CH:21]=4)[N:15]4[CH2:19][CH2:18][CH2:17][CH2:16]4)[C:9]4[C:4](=[CH:5][CH:6]=[CH:7][CH:8]=4)[N:3]=3)[CH:32]=[CH:31][C:30]=12. The yield is 0.650. (3) The yield is 0.800. The reactants are [CH:1]1([C:4]([C:8]2[C:13]([CH3:14])=[C:12]([Cl:15])[CH:11]=[CH:10][N:9]=2)=[CH:5][O:6]C)[CH2:3][CH2:2]1.S(=O)(=O)(O)O.[OH-].[Na+]. The catalyst is C(O)(=O)C. The product is [CH3:14][C:13]1[C:8]([CH:4]([CH:1]2[CH2:3][CH2:2]2)[CH:5]=[O:6])=[N:9][CH:10]=[CH:11][C:12]=1[Cl:15]. (4) The reactants are C([O:8][C:9]1[CH:10]=[C:11]2[C:16](=[CH:17][C:18]=1[O:19][CH3:20])[N:15]=[CH:14][N:13]=[C:12]2[O:21][C:22]1[C:23]([F:32])=[C:24]2[C:28](=[CH:29][CH:30]=1)[NH:27][C:26]([CH3:31])=[CH:25]2)C1C=CC=CC=1.C([O-])=O.[NH4+].O. The catalyst is [Pd].CN(C=O)C. The product is [F:32][C:23]1[C:22]([O:21][C:12]2[C:11]3[C:16](=[CH:17][C:18]([O:19][CH3:20])=[C:9]([OH:8])[CH:10]=3)[N:15]=[CH:14][N:13]=2)=[CH:30][CH:29]=[C:28]2[C:24]=1[CH:25]=[C:26]([CH3:31])[NH:27]2. The yield is 1.00. (5) The reactants are [NH2:1][C:2]1[CH:11]=[CH:10][C:5]([NH:6][C:7](=[O:9])[CH3:8])=[CH:4][CH:3]=1.F[C:13]1[C:18]([C:19]2[N:27]=[C:26]([CH3:28])[N:25]=[C:24]3[C:20]=2[N:21]=[CH:22][N:23]3[CH:29]2[CH2:34][CH2:33][CH2:32][CH2:31][O:30]2)=[CH:17][CH:16]=[CH:15][N:14]=1.C[Si](N[Si](C)(C)C)(C)C.[Li]. The catalyst is C1COCC1.[NH4+].[Cl-]. The product is [CH3:28][C:26]1[N:25]=[C:24]2[C:20]([N:21]=[CH:22][N:23]2[CH:29]2[CH2:34][CH2:33][CH2:32][CH2:31][O:30]2)=[C:19]([C:18]2[C:13]([NH:1][C:2]3[CH:3]=[CH:4][C:5]([NH:6][C:7](=[O:9])[CH3:8])=[CH:10][CH:11]=3)=[N:14][CH:15]=[CH:16][CH:17]=2)[N:27]=1. The yield is 0.677. (6) The reactants are [C:1]([C:5]1[C:13]2[C:8](=[CH:9][CH:10]=[C:11]([N+:14]([O-])=O)[CH:12]=2)[NH:7][CH:6]=1)([CH3:4])([CH3:3])[CH3:2]. The catalyst is CO.[Ni]. The product is [C:1]([C:5]1[C:13]2[C:8](=[CH:9][CH:10]=[C:11]([NH2:14])[CH:12]=2)[NH:7][CH:6]=1)([CH3:4])([CH3:2])[CH3:3]. The yield is 0.190. (7) The reactants are C[Si]([N:5]=[N+:6]=[N-:7])(C)C.C([Sn](=O)CCCC)CCC.[CH2:18]([C:22]1[N:23]=[C:24]([CH3:52])[N:25]([C:44]2[N:49]=[CH:48][C:47]([O:50][CH3:51])=[CH:46][N:45]=2)[C:26](=[O:43])[C:27]=1[CH2:28][C:29]1[CH:30]=[CH:31][C:32]([C:35]2[CH:42]=[CH:41][CH:40]=[CH:39][C:36]=2[C:37]#[N:38])=[N:33][CH:34]=1)[CH2:19][CH2:20][CH3:21]. The catalyst is C1(C)C=CC=CC=1. The product is [NH:5]1[C:37]([C:36]2[CH:39]=[CH:40][CH:41]=[CH:42][C:35]=2[C:32]2[N:33]=[CH:34][C:29]([CH2:28][C:27]3[C:26](=[O:43])[N:25]([C:44]4[N:45]=[CH:46][C:47]([O:50][CH3:51])=[CH:48][N:49]=4)[C:24]([CH3:52])=[N:23][C:22]=3[CH2:18][CH2:19][CH2:20][CH3:21])=[CH:30][CH:31]=2)=[N:38][N:7]=[N:6]1. The yield is 0.800.